This data is from Peptide-MHC class I binding affinity with 185,985 pairs from IEDB/IMGT. The task is: Regression. Given a peptide amino acid sequence and an MHC pseudo amino acid sequence, predict their binding affinity value. This is MHC class I binding data. (1) The peptide sequence is KLWTSISCA. The MHC is HLA-A69:01 with pseudo-sequence HLA-A69:01. The binding affinity (normalized) is 0.0847. (2) The peptide sequence is ICSCGAFKV. The MHC is HLA-A02:03 with pseudo-sequence HLA-A02:03. The binding affinity (normalized) is 0.215. (3) The peptide sequence is STHMENILK. The MHC is HLA-A03:01 with pseudo-sequence HLA-A03:01. The binding affinity (normalized) is 0.444. (4) The peptide sequence is VTDGGEVGE. The MHC is HLA-A69:01 with pseudo-sequence HLA-A69:01. The binding affinity (normalized) is 0.0847. (5) The peptide sequence is VSHFYFGAY. The MHC is HLA-A01:01 with pseudo-sequence HLA-A01:01. The binding affinity (normalized) is 0.599. (6) The peptide sequence is KPFNNILNL. The MHC is HLA-B07:02 with pseudo-sequence HLA-B07:02. The binding affinity (normalized) is 0.509. (7) The MHC is Mamu-A11 with pseudo-sequence Mamu-A11. The peptide sequence is FESGIITSNA. The binding affinity (normalized) is 0.587.